From a dataset of Forward reaction prediction with 1.9M reactions from USPTO patents (1976-2016). Predict the product of the given reaction. (1) Given the reactants [N+:1]([C:4]1[CH:9]=[CH:8][C:7]([C:10]2[S:11][C:12]3[CH:17]=[CH:16][N:15]=[CH:14][C:13]=3[N:18]=2)=[CH:6][CH:5]=1)([O-])=O.[NH4+].[Cl-], predict the reaction product. The product is: [S:11]1[C:12]2[CH:17]=[CH:16][N:15]=[CH:14][C:13]=2[N:18]=[C:10]1[C:7]1[CH:6]=[CH:5][C:4]([NH2:1])=[CH:9][CH:8]=1. (2) Given the reactants [CH3:1][C:2]1[N:3]([C:8]2[CH:13]=[C:12]([CH3:14])[CH:11]=[C:10]([CH2:15][Si](C)(C)C)[N:9]=2)[C:4]([CH3:7])=[CH:5][CH:6]=1.[Br:20]C(F)(F)C(F)(F)Br.[F-].[Cs+], predict the reaction product. The product is: [Br:20][CH2:15][C:10]1[CH:11]=[C:12]([CH3:14])[CH:13]=[C:8]([N:3]2[C:2]([CH3:1])=[CH:6][CH:5]=[C:4]2[CH3:7])[N:9]=1. (3) Given the reactants [Cl:1][C:2]1[CH:10]=[C:9]2[C:5]([C:6]([C:18]([O:20][CH3:21])=[O:19])=[CH:7][N:8]2[C:11]([O:13][C:14]([CH3:17])([CH3:16])[CH3:15])=[O:12])=[CH:4][C:3]=1[C:22]1[CH:27]=[CH:26][C:25]([OH:28])=[CH:24][CH:23]=1.C1(P(C2C=CC=CC=2)C2C=CC=CC=2)C=CC=CC=1.[N:48]1[CH:53]=[CH:52][CH:51]=[C:50]([CH2:54]O)[CH:49]=1, predict the reaction product. The product is: [Cl:1][C:2]1[CH:10]=[C:9]2[C:5]([C:6]([C:18]([O:20][CH3:21])=[O:19])=[CH:7][N:8]2[C:11]([O:13][C:14]([CH3:16])([CH3:17])[CH3:15])=[O:12])=[CH:4][C:3]=1[C:22]1[CH:27]=[CH:26][C:25]([O:28][CH2:54][C:50]2[CH:49]=[N:48][CH:53]=[CH:52][CH:51]=2)=[CH:24][CH:23]=1. (4) Given the reactants C[N:2](C)/[CH:3]=[CH:4]/[C:5]([C:7]1[C:12](=[O:13])[CH:11]=[CH:10][N:9]([C:14]2[CH:19]=[CH:18][CH:17]=[C:16]([O:20][C:21]([F:24])([F:23])[F:22])[CH:15]=2)[N:8]=1)=O.[Br:26][C:27]1[CH:32]=[C:31]([F:33])[CH:30]=[CH:29][C:28]=1[NH:34]N, predict the reaction product. The product is: [Br:26][C:27]1[CH:32]=[C:31]([F:33])[CH:30]=[CH:29][C:28]=1[N:34]1[C:5]([C:7]2[C:12](=[O:13])[CH:11]=[CH:10][N:9]([C:14]3[CH:19]=[CH:18][CH:17]=[C:16]([O:20][C:21]([F:24])([F:23])[F:22])[CH:15]=3)[N:8]=2)=[CH:4][CH:3]=[N:2]1.